Dataset: Catalyst prediction with 721,799 reactions and 888 catalyst types from USPTO. Task: Predict which catalyst facilitates the given reaction. (1) Reactant: O[CH2:2][C:3]1[CH:12]=[CH:11][C:10]2[N:9]=[C:8]3[CH2:13][CH2:14][CH2:15][N:7]3[C:6](=[O:16])[C:5]=2[CH:4]=1.[Cl:17]CCl.S(Cl)(Cl)=O. Product: [Cl:17][CH2:2][C:3]1[CH:12]=[CH:11][C:10]2[N:9]=[C:8]3[CH2:13][CH2:14][CH2:15][N:7]3[C:6](=[O:16])[C:5]=2[CH:4]=1. The catalyst class is: 9. (2) Reactant: [F:1][C:2]1[CH:12]=[CH:11][C:5]2[NH:6][C:7](=[O:10])[CH2:8][O:9][C:4]=2[CH:3]=1.[N+:13]([O-])([OH:15])=[O:14]. Product: [F:1][C:2]1[C:12]([N+:13]([O-:15])=[O:14])=[CH:11][C:5]2[NH:6][C:7](=[O:10])[CH2:8][O:9][C:4]=2[CH:3]=1. The catalyst class is: 82. (3) Reactant: [CH2:1]([O:3][C:4](=[O:19])[C@@H:5]([O:17][CH3:18])[CH2:6][C:7]1[CH:12]=[CH:11][C:10]([C:13]#[C:14][CH2:15]O)=[CH:9][CH:8]=1)[CH3:2].[H][H].[C:22](OCC)(=[O:24])C. Product: [CH2:1]([O:3][C:4](=[O:19])[C@@H:5]([O:17][CH3:18])[CH2:6][C:7]1[CH:12]=[CH:11][C:10]([CH2:13][CH2:14][CH2:15][CH2:22][OH:24])=[CH:9][CH:8]=1)[CH3:2]. The catalyst class is: 45. (4) Reactant: [Br:1][C:2]1[C:3]([O:12][CH3:13])=[C:4]([O:10][CH3:11])[CH:5]=[C:6]([CH:9]=1)[CH:7]=O.[C:14](#[N:18])[CH2:15][C:16]#[N:17].N1CCCCC1.[NH2:25][C:26]1[C:31]([NH2:32])=[CH:30][CH:29]=[CH:28][C:27]=1[OH:33]. Product: [C:16]([C:15]1[CH:7]([C:6]2[CH:5]=[C:4]([O:10][CH3:11])[C:3]([O:12][CH3:13])=[C:2]([Br:1])[CH:9]=2)[C:28]2[C:27](=[C:26]([NH2:25])[C:31]([NH2:32])=[CH:30][CH:29]=2)[O:33][C:14]=1[NH2:18])#[N:17]. The catalyst class is: 40. (5) Reactant: [F:1][C:2]1[CH:9]=[CH:8][CH:7]=[CH:6][C:3]=1[CH2:4]Br.[F:10][C:11]1[CH:16]=[CH:15][C:14]([N:17]2[CH2:22][CH2:21][N:20]3[N:23]=[C:24]([OH:26])[CH:25]=[C:19]3[C:18]2=[O:27])=[CH:13][CH:12]=1.C([O-])([O-])=O.[Cs+].[Cs+]. Product: [F:1][C:2]1[CH:9]=[CH:8][CH:7]=[CH:6][C:3]=1[CH2:4][O:26][C:24]1[CH:25]=[C:19]2[C:18](=[O:27])[N:17]([C:14]3[CH:13]=[CH:12][C:11]([F:10])=[CH:16][CH:15]=3)[CH2:22][CH2:21][N:20]2[N:23]=1. The catalyst class is: 10. (6) Product: [CH3:43][C:44]1[CH:45]=[C:46]([C@@H:51]([O:55][C:56]2[CH:57]=[C:58]3[C:62](=[CH:63][CH:64]=2)[N:61]([C:65]2[CH:66]=[CH:67][C:68]([F:71])=[CH:69][CH:70]=2)[N:60]=[CH:59]3)[C@@H:52]([NH:54][C:7]([C:5]2[S:6][C:2]([CH3:1])=[CH:3][N:4]=2)=[O:9])[CH3:53])[CH:47]=[CH:48][C:49]=1[CH3:50]. The catalyst class is: 37. Reactant: [CH3:1][C:2]1[S:6][C:5]([C:7]([OH:9])=O)=[N:4][CH:3]=1.CN(C(ON1N=NC2C=CC=NC1=2)=[N+](C)C)C.F[P-](F)(F)(F)(F)F.CCN(C(C)C)C(C)C.[CH3:43][C:44]1[CH:45]=[C:46]([C@@H:51]([O:55][C:56]2[CH:57]=[C:58]3[C:62](=[CH:63][CH:64]=2)[N:61]([C:65]2[CH:70]=[CH:69][C:68]([F:71])=[CH:67][CH:66]=2)[N:60]=[CH:59]3)[C@@H:52]([NH2:54])[CH3:53])[CH:47]=[CH:48][C:49]=1[CH3:50].